This data is from Peptide-MHC class I binding affinity with 185,985 pairs from IEDB/IMGT. The task is: Regression. Given a peptide amino acid sequence and an MHC pseudo amino acid sequence, predict their binding affinity value. This is MHC class I binding data. (1) The peptide sequence is TSDYINTSL. The MHC is HLA-A11:01 with pseudo-sequence HLA-A11:01. The binding affinity (normalized) is 0.0847. (2) The peptide sequence is VEDSRFWGL. The MHC is HLA-B40:01 with pseudo-sequence HLA-B40:01. The binding affinity (normalized) is 0.629.